This data is from Full USPTO retrosynthesis dataset with 1.9M reactions from patents (1976-2016). The task is: Predict the reactants needed to synthesize the given product. (1) Given the product [O:16]=[S:17]1(=[O:23])[CH2:22][CH2:21][N:20]([CH2:2][CH2:3][CH2:4][N:5]2[C:9](=[O:10])[C:8]3[C:7](=[CH:14][CH:13]=[CH:12][CH:11]=3)[C:6]2=[O:15])[CH2:19][CH2:18]1, predict the reactants needed to synthesize it. The reactants are: Br[CH2:2][CH2:3][CH2:4][N:5]1[C:9](=[O:10])[C:8]2=[CH:11][CH:12]=[CH:13][CH:14]=[C:7]2[C:6]1=[O:15].[O:16]=[S:17]1(=[O:23])[CH2:22][CH2:21][NH:20][CH2:19][CH2:18]1.CCN(C(C)C)C(C)C. (2) Given the product [CH3:1][O:2][C:3]1[C:14]([CH2:15][CH:16]=[C:17]([CH3:19])[CH3:18])=[CH:13][C:6]2[C:7](=[O:12])[N:8]([CH3:22])[CH2:9][CH2:10][O:11][C:5]=2[CH:4]=1, predict the reactants needed to synthesize it. The reactants are: [CH3:1][O:2][C:3]1[C:14]([CH2:15][CH:16]=[C:17]([CH3:19])[CH3:18])=[CH:13][C:6]2[C:7](=[O:12])[NH:8][CH2:9][CH2:10][O:11][C:5]=2[CH:4]=1.[H-].[Na+].[CH3:22]I.[Cl-].[NH4+]. (3) Given the product [Cl:21][C:22]1[CH:23]=[C:24]([S:29]([N:8]2[C:9]3[C:5](=[C:4]([CH2:12][N:13]([CH3:14])[CH3:15])[C:3]([O:2][CH3:1])=[CH:11][CH:10]=3)[CH:6]=[CH:7]2)(=[O:30])=[O:31])[CH:25]=[CH:26][C:27]=1[F:28], predict the reactants needed to synthesize it. The reactants are: [CH3:1][O:2][C:3]1[C:4]([CH2:12][N:13]([CH3:15])[CH3:14])=[C:5]2[C:9](=[CH:10][CH:11]=1)[NH:8][CH:7]=[CH:6]2.CN(C=O)C.[Cl:21][C:22]1[CH:23]=[C:24]([S:29](Cl)(=[O:31])=[O:30])[CH:25]=[CH:26][C:27]=1[F:28]. (4) The reactants are: [O:1]1[C:5]2([CH2:10][CH2:9][CH:8]([CH2:11][CH2:12]O)[CH2:7][CH2:6]2)[O:4][CH2:3][CH2:2]1.C1(P(C2C=CC=CC=2)C2C=CC=CC=2)C=CC=CC=1.N1C=CN=C1.[I:38]I. Given the product [I:38][CH2:12][CH2:11][CH:8]1[CH2:9][CH2:10][C:5]2([O:4][CH2:3][CH2:2][O:1]2)[CH2:6][CH2:7]1, predict the reactants needed to synthesize it. (5) Given the product [N:1]1[CH:6]=[CH:5][CH:4]=[CH:3][C:2]=1[C:7]1[O:8][C:9]2[CH2:10][NH:11][CH2:12][CH2:13][C:14]=2[N:15]=1, predict the reactants needed to synthesize it. The reactants are: [N:1]1[CH:6]=[CH:5][CH:4]=[CH:3][C:2]=1[C:7]1[O:8][C:9]2[CH2:10][N:11](C(OCC3C=CC=CC=3)=O)[CH2:12][CH2:13][C:14]=2[N:15]=1. (6) Given the product [F:1][C:2]1[CH:7]=[CH:6][C:5]([C:8]2[CH2:9][CH2:10][C:11](=[O:13])[NH:16][N:17]=2)=[CH:4][CH:3]=1, predict the reactants needed to synthesize it. The reactants are: [F:1][C:2]1[CH:7]=[CH:6][C:5]([C:8](=O)[CH2:9][CH2:10][C:11]([OH:13])=O)=[CH:4][CH:3]=1.O.[NH2:16][NH2:17].